This data is from Reaction yield outcomes from USPTO patents with 853,638 reactions. The task is: Predict the reaction yield, written as a fraction of the theoretical maximum amount of product (1.0 means a 100% yield; for example, 0.34 means a 34% yield). The catalyst is CO.O. The product is [CH:1]([O:4][CH:5]([C:7]1[CH:8]=[CH:9][C:10]([C:11]([OH:13])=[O:12])=[CH:15][CH:16]=1)[CH3:6])([CH3:2])[CH3:3]. The yield is 0.900. The reactants are [CH:1]([O:4][CH:5]([C:7]1[CH:16]=[CH:15][C:10]([C:11]([O:13]C)=[O:12])=[CH:9][CH:8]=1)[CH3:6])([CH3:3])[CH3:2].[OH-].[Li+].Cl.